Dataset: Reaction yield outcomes from USPTO patents with 853,638 reactions. Task: Predict the reaction yield, written as a fraction of the theoretical maximum amount of product (1.0 means a 100% yield; for example, 0.34 means a 34% yield). The reactants are [I:1][C:2]1[CH:14]=[CH:13][CH:12]=[CH:11][C:3]=1[O:4][CH2:5][C:6]([O:8]CC)=O.[NH2:15][CH2:16][CH:17]([OH:29])[CH2:18][N:19]1[CH2:28][CH2:27][C:26]2[C:21](=[CH:22][CH:23]=[CH:24][CH:25]=2)[CH2:20]1. The catalyst is CCO. The product is [CH2:20]1[C:21]2[C:26](=[CH:25][CH:24]=[CH:23][CH:22]=2)[CH2:27][CH2:28][N:19]1[CH2:18][CH:17]([OH:29])[CH2:16][NH:15][C:6](=[O:8])[CH2:5][O:4][C:3]1[CH:11]=[CH:12][CH:13]=[CH:14][C:2]=1[I:1]. The yield is 0.950.